From a dataset of Reaction yield outcomes from USPTO patents with 853,638 reactions. Predict the reaction yield, written as a fraction of the theoretical maximum amount of product (1.0 means a 100% yield; for example, 0.34 means a 34% yield). (1) The reactants are [NH2:1][C:2]1[CH:7]=[CH:6][CH:5]=[C:4]([Br:8])[N:3]=1.Cl[CH:10](Cl)[C:11]([CH2:13]Cl)=O.C(COC)[O:17]C. No catalyst specified. The product is [Br:8][C:4]1[N:3]2[CH:10]=[C:11]([CH:13]=[O:17])[N:1]=[C:2]2[CH:7]=[CH:6][CH:5]=1. The yield is 0.720. (2) The reactants are [CH3:1][C:2]1([CH3:14])[C:6]([CH3:8])([CH3:7])[O:5][B:4]([C:9]2[CH:10]=[N:11][NH:12][CH:13]=2)[O:3]1.Br[CH:16]([CH3:22])[C:17]([O:19][CH2:20][CH3:21])=[O:18].C(=O)([O-])[O-].[Cs+].[Cs+].C([O-])([O-])=O.[Na+].[Na+]. The catalyst is C(#N)C. The product is [CH3:1][C:2]1([CH3:14])[C:6]([CH3:7])([CH3:8])[O:5][B:4]([C:9]2[CH:13]=[N:12][N:11]([CH:16]([CH3:22])[C:17]([O:19][CH2:20][CH3:21])=[O:18])[CH:10]=2)[O:3]1. The yield is 0.610. (3) The reactants are Cl[CH2:2][C@@H:3]1[O:12][CH2:11][C@@H:6]2[CH2:7][O:8][CH2:9][CH2:10][N:5]2[CH2:4]1.[C:13]([O-:16])(=[O:15])[CH3:14].[K+]. The catalyst is CN(C=O)C. The product is [C:13]([O:16][CH2:2][CH:3]1[O:12][CH2:11][CH:6]2[CH2:7][O:8][CH2:9][CH2:10][N:5]2[CH2:4]1)(=[O:15])[CH3:14]. The yield is 0.420. (4) The reactants are [N:1]([CH2:4][CH2:5][O:6][CH2:7][CH2:8][O:9][CH2:10][CH:11]([O:22][CH2:23][C:24]([O:26][C:27]([CH3:30])([CH3:29])[CH3:28])=[O:25])[CH2:12][O:13][CH2:14][CH2:15][O:16][CH2:17][CH2:18][N:19]=[N+]=[N-])=[N+]=[N-].C(O)(=O)C. The catalyst is C(O)C.O.[Ni]. The product is [NH2:1][CH2:4][CH2:5][O:6][CH2:7][CH2:8][O:9][CH2:10][CH:11]([O:22][CH2:23][C:24]([O:26][C:27]([CH3:30])([CH3:29])[CH3:28])=[O:25])[CH2:12][O:13][CH2:14][CH2:15][O:16][CH2:17][CH2:18][NH2:19]. The yield is 1.00. (5) The reactants are [H-].[Na+].[I-].[CH3:4][S+](C)C.[Cl:8][C:9]1[CH:23]=[CH:22][C:12]([CH2:13][CH:14]2[CH2:20][CH2:19][C:16]3([CH2:18][CH2:17]3)[C:15]2=[O:21])=[CH:11][CH:10]=1.O. The catalyst is CCCCCC.CS(C)=O. The product is [Cl:8][C:9]1[CH:10]=[CH:11][C:12]([CH2:13][CH:14]2[C:15]3([O:21][CH2:4]3)[C:16]3([CH2:17][CH2:18]3)[CH2:19][CH2:20]2)=[CH:22][CH:23]=1. The yield is 0.900. (6) The reactants are [Cl:1][C:2]1[N:3]([C@@H:15]2[O:21][C@H:20]([CH2:22][OH:23])[C@@H:18]([OH:19])[C@H:16]2[OH:17])[C:4]2[C:9]([C:10]=1[CH:11]=O)=[CH:8][C:7]([Cl:13])=[C:6]([Cl:14])[CH:5]=2.Cl.[O:25]([NH2:27])[CH3:26].C(=O)(O)[O-].[Na+].CO.O. The catalyst is CO.O.S([O-])([O-])(=O)=S.[Na+].[Na+]. The product is [Cl:1][CH:2]1[C:10](=[C:11]=[N:27][O:25][CH3:26])[C:9]2[C:4](=[CH:5][C:6]([Cl:14])=[C:7]([Cl:13])[CH:8]=2)[N:3]1[C@@H:15]1[O:21][C@H:20]([CH2:22][OH:23])[C@@H:18]([OH:19])[C@H:16]1[OH:17]. The yield is 0.410.